From a dataset of Full USPTO retrosynthesis dataset with 1.9M reactions from patents (1976-2016). Predict the reactants needed to synthesize the given product. (1) Given the product [C:1]([C:3]1[C:8](=[O:9])[N:7]([CH2:10][C:11]2[CH:16]=[CH:15][C:14]([CH3:17])=[CH:13][C:12]=2[CH3:18])[C:6]([C:19]2[CH:20]=[C:21]([C:25]3[CH:33]=[C:32]4[C:28]([CH:29]=[C:30]([C:34]([Cl:44])=[O:35])[NH:31]4)=[CH:27][CH:26]=3)[CH:22]=[CH:23][CH:24]=2)=[CH:5][C:4]=1[C:37]([F:40])([F:39])[F:38])#[N:2], predict the reactants needed to synthesize it. The reactants are: [C:1]([C:3]1[C:8](=[O:9])[N:7]([CH2:10][C:11]2[CH:16]=[CH:15][C:14]([CH3:17])=[CH:13][C:12]=2[CH3:18])[C:6]([C:19]2[CH:20]=[C:21]([C:25]3[CH:33]=[C:32]4[C:28]([CH:29]=[C:30]([C:34](O)=[O:35])[NH:31]4)=[CH:27][CH:26]=3)[CH:22]=[CH:23][CH:24]=2)=[CH:5][C:4]=1[C:37]([F:40])([F:39])[F:38])#[N:2].C(Cl)(=O)C([Cl:44])=O. (2) Given the product [CH:1]1([CH:4]([C:11]2[CH:16]=[C:15]([CH2:17][O:18][C:19]3[CH:24]=[CH:23][C:22]([C:25]4[CH:30]=[C:29]([O:31][CH3:32])[CH:28]=[CH:27][C:26]=4[F:33])=[C:21]([CH2:34][C:35]([CH3:38])([CH3:37])[CH3:36])[CH:20]=3)[N:14]=[CH:13][N:12]=2)[CH2:5][C:6]([OH:8])=[O:7])[CH2:2][CH2:3]1, predict the reactants needed to synthesize it. The reactants are: [CH:1]1([CH:4]([C:11]2[CH:16]=[C:15]([CH2:17][O:18][C:19]3[CH:24]=[CH:23][C:22]([C:25]4[CH:30]=[C:29]([O:31][CH3:32])[CH:28]=[CH:27][C:26]=4[F:33])=[C:21]([CH2:34][C:35]([CH3:38])([CH3:37])[CH3:36])[CH:20]=3)[N:14]=[CH:13][N:12]=2)[CH2:5][C:6]([O:8]CC)=[O:7])[CH2:3][CH2:2]1.[OH-].[Na+].Cl. (3) The reactants are: [N:1]1[CH:6]=[CH:5][CH:4]=[C:3]([C:7]#[C:8][C:9]2[CH:14]=[CH:13][C:12]([N:15]3[C:19]4=[N:20][CH:21]=[CH:22][CH:23]=[C:18]4[CH:17]=[CH:16]3)=[CH:11][CH:10]=2)[CH:2]=1.[N:24]([Si](C)(C)C)=[N+:25]=[N-:26]. Given the product [N:1]1[CH:6]=[CH:5][CH:4]=[C:3]([C:7]2[C:8]([C:9]3[CH:14]=[CH:13][C:12]([N:15]4[C:19]5=[N:20][CH:21]=[CH:22][CH:23]=[C:18]5[CH:17]=[CH:16]4)=[CH:11][CH:10]=3)=[N:24][NH:25][N:26]=2)[CH:2]=1, predict the reactants needed to synthesize it.